Dataset: Catalyst prediction with 721,799 reactions and 888 catalyst types from USPTO. Task: Predict which catalyst facilitates the given reaction. (1) Reactant: C([O:4][C:5]1[CH:6]=[CH:7][CH:8]=[C:9]2[C:14]=1[NH:13][C:12](=[O:15])[CH:11]=[CH:10]2)(=O)C. Product: [OH:4][C:5]1[CH:6]=[CH:7][CH:8]=[C:9]2[C:14]=1[NH:13][C:12](=[O:15])[CH:11]=[CH:10]2. The catalyst class is: 33. (2) Reactant: [NH2:1][C:2]1[C:3]([C:12](=O)[CH3:13])=[CH:4][CH:5]=[C:6]2[C:11]=1[N:10]=[CH:9][CH:8]=[CH:7]2.[CH3:15][NH:16][S:17](Cl)(=[O:19])=[O:18].[BH4-].[Na+]. Product: [CH3:13][CH:12]1[C:3]2[CH:4]=[CH:5][C:6]3[C:11](=[N:10][CH:9]=[CH:8][CH:7]=3)[C:2]=2[NH:1][S:17](=[O:19])(=[O:18])[N:16]1[CH3:15]. The catalyst class is: 17. (3) Reactant: Cl.[F:2][C:3]1[CH:31]=[C:30]([N+:32]([O-])=O)[CH:29]=[CH:28][C:4]=1[O:5][C:6]1[C:15]2[C:10](=[CH:11][C:12]([O:18][CH2:19][CH2:20][CH2:21][N:22]3[CH2:26][CH2:25][CH2:24][CH2:23]3)=[C:13]([O:16][CH3:17])[CH:14]=2)[NH:9][C:8](=O)[CH:7]=1. Product: [F:2][C:3]1[CH:31]=[C:30]([CH:29]=[CH:28][C:4]=1[O:5][C:6]1[C:15]2[C:10](=[CH:11][C:12]([O:18][CH2:19][CH2:20][CH2:21][N:22]3[CH2:23][CH2:24][CH2:25][CH2:26]3)=[C:13]([O:16][CH3:17])[CH:14]=2)[N:9]=[CH:8][CH:7]=1)[NH2:32]. The catalyst class is: 8. (4) Reactant: C(N(C(C)C)CC)(C)C.CN(C(ON1N=NC2C=CC=CC1=2)=[N+](C)C)C.F[P-](F)(F)(F)(F)F.[N:34]1([CH:40]2[CH2:45][CH2:44][NH:43][CH2:42][CH2:41]2)[CH2:39][CH2:38][CH2:37][CH2:36][CH2:35]1.[CH2:46]([O:48][C:49](=[O:61])[CH2:50][N:51]1[CH:55]=[CH:54][N:53]=[C:52]1[CH2:56][CH2:57][C:58](O)=[O:59])[CH3:47]. Product: [N:34]1([CH:40]2[CH2:45][CH2:44][N:43]([C:58](=[O:59])[CH2:57][CH2:56][C:52]3[N:51]([CH2:50][C:49]([O:48][CH2:46][CH3:47])=[O:61])[CH:55]=[CH:54][N:53]=3)[CH2:42][CH2:41]2)[CH2:39][CH2:38][CH2:37][CH2:36][CH2:35]1. The catalyst class is: 4.